From a dataset of Reaction yield outcomes from USPTO patents with 853,638 reactions. Predict the reaction yield, written as a fraction of the theoretical maximum amount of product (1.0 means a 100% yield; for example, 0.34 means a 34% yield). The reactants are Br[C:2]1[CH:3]=[C:4]2[C:9](=[CH:10][CH:11]=1)[O:8][C:7]([CH2:12][N:13]1[CH2:18][CH2:17][O:16][CH2:15][CH2:14]1)=[C:6]([C:19]1[CH:24]=[CH:23][CH:22]=[CH:21][CH:20]=1)[C:5]2=[O:25].[H][H]. The catalyst is CO.[Pd]. The product is [O:16]1[CH2:17][CH2:18][N:13]([CH2:12][C:7]2[O:8][C:9]3[C:4]([C:5](=[O:25])[C:6]=2[C:19]2[CH:20]=[CH:21][CH:22]=[CH:23][CH:24]=2)=[CH:3][CH:2]=[CH:11][CH:10]=3)[CH2:14][CH2:15]1. The yield is 0.870.